From a dataset of Reaction yield outcomes from USPTO patents with 853,638 reactions. Predict the reaction yield, written as a fraction of the theoretical maximum amount of product (1.0 means a 100% yield; for example, 0.34 means a 34% yield). (1) The reactants are Cl[C:2]1[C:12]([N+:13]([O-])=O)=[CH:11][C:5]([C:6]([O:8][CH2:9][CH3:10])=[O:7])=[CH:4][N:3]=1.[CH:16]1([NH2:22])[CH2:21][CH2:20][CH2:19][CH2:18][CH2:17]1. The catalyst is CS(C)=O.O. The product is [NH2:13][C:12]1[C:2]([NH:22][CH:16]2[CH2:21][CH2:20][CH2:19][CH2:18][CH2:17]2)=[N:3][CH:4]=[C:5]([CH:11]=1)[C:6]([O:8][CH2:9][CH3:10])=[O:7]. The yield is 0.740. (2) The reactants are [Cl:1][C:2]1[CH:7]=[C:6]([I:8])[C:5]([O:9]COC)=[CH:4][N:3]=1.Cl.C(=O)(O)[O-].[Na+]. The catalyst is C1COCC1. The product is [Cl:1][C:2]1[N:3]=[CH:4][C:5]([OH:9])=[C:6]([I:8])[CH:7]=1. The yield is 0.980.